Dataset: Peptide-MHC class I binding affinity with 185,985 pairs from IEDB/IMGT. Task: Regression. Given a peptide amino acid sequence and an MHC pseudo amino acid sequence, predict their binding affinity value. This is MHC class I binding data. The peptide sequence is KAVRLIKFLY. The MHC is HLA-A02:02 with pseudo-sequence HLA-A02:02. The binding affinity (normalized) is 0.